Dataset: Full USPTO retrosynthesis dataset with 1.9M reactions from patents (1976-2016). Task: Predict the reactants needed to synthesize the given product. (1) Given the product [OH:53][CH2:52][C@@H:51]([NH:50][C:16]([C:9]1[C:10]2[CH2:11][C@@H:12]3[CH2:15][C@@H:13]3[C:14]=2[N:7]([C:2]2[CH:3]=[N:4][CH:5]=[CH:6][N:1]=2)[N:8]=1)=[O:18])[C:54]([CH3:57])([CH3:56])[CH3:55], predict the reactants needed to synthesize it. The reactants are: [N:1]1[CH:6]=[CH:5][N:4]=[CH:3][C:2]=1[N:7]1[C:14]2[C@H:13]3[CH2:15][C@H:12]3[CH2:11][C:10]=2[C:9]([C:16]([OH:18])=O)=[N:8]1.C(N(CC)CC)C.CN(C(ON1N=NC2C=CC=NC1=2)=[N+](C)C)C.F[P-](F)(F)(F)(F)F.[NH2:50][C@@H:51]([C:54]([CH3:57])([CH3:56])[CH3:55])[CH2:52][OH:53]. (2) Given the product [CH:3]([C:4]1[CH:9]=[CH:8][C:7]([C@@H:10]([NH:12][C:13]([CH:15]2[CH2:17][CH2:16]2)=[O:14])[CH3:11])=[CH:6][CH:5]=1)=[O:2], predict the reactants needed to synthesize it. The reactants are: C[O:2][C:3](=O)[C:4]1[CH:9]=[CH:8][C:7]([C@@H:10]([NH:12][C:13]([CH:15]2[CH2:17][CH2:16]2)=[O:14])[CH3:11])=[CH:6][CH:5]=1.[Li]. (3) Given the product [Br:1][C:2]1[CH:3]=[CH:4][C:5]([NH:8][C:9]2[O:10][C:11]3[C:17]([CH2:18][CH2:19][CH2:20][N:27]4[CH2:32][CH2:31][O:30][CH2:29][CH2:28]4)=[CH:16][C:15]([CH3:26])=[CH:14][C:12]=3[N:13]=2)=[CH:6][CH:7]=1, predict the reactants needed to synthesize it. The reactants are: [Br:1][C:2]1[CH:7]=[CH:6][C:5]([NH:8][C:9]2[O:10][C:11]3[C:17]([CH2:18][CH2:19][CH2:20]OS(C)(=O)=O)=[CH:16][C:15]([CH3:26])=[CH:14][C:12]=3[N:13]=2)=[CH:4][CH:3]=1.[NH:27]1[CH2:32][CH2:31][O:30][CH2:29][CH2:28]1. (4) Given the product [C@H:5]12[CH2:18][C@H:4]1[CH2:3][C@H:2]([C:6]([O:8][CH2:9][CH3:10])=[O:7])[N:1]2[C:11]([O:13][C:14]([CH3:16])([CH3:15])[CH3:17])=[O:12], predict the reactants needed to synthesize it. The reactants are: [N:1]1([C:11]([O:13][C:14]([CH3:17])([CH3:16])[CH3:15])=[O:12])[CH:5]=[CH:4][CH2:3][C@@H:2]1[C:6]([O:8][CH2:9][CH3:10])=[O:7].[C:18]1(C)C=CC=CC=1.C([Zn]CC)C.ICI.C(=O)([O-])O.[Na+].